From a dataset of Full USPTO retrosynthesis dataset with 1.9M reactions from patents (1976-2016). Predict the reactants needed to synthesize the given product. (1) Given the product [CH3:3][C:4]1([CH2:9][CH2:10][CH2:11][CH2:12][N:13]2[CH:17]=[CH:16][C:15]([NH2:18])=[N:14]2)[O:8][CH2:7][CH2:6][O:5]1, predict the reactants needed to synthesize it. The reactants are: N#N.[CH3:3][C:4]1([CH2:9][CH2:10][CH2:11][CH2:12][N:13]2[CH:17]=[CH:16][C:15]([N+:18]([O-])=O)=[N:14]2)[O:8][CH2:7][CH2:6][O:5]1.[NH4+].[Cl-]. (2) Given the product [Cl:1][C:2]1[C:10]([F:11])=[CH:9][CH:8]=[CH:7][C:3]=1[C:4]([NH:21][CH2:20][CH:19]([C:16]1[CH:17]=[CH:18][C:13]([F:12])=[CH:14][CH:15]=1)[C:22]1[CH:23]=[N:24][C:25]([C:28]([F:30])([F:31])[F:29])=[N:26][CH:27]=1)=[O:6], predict the reactants needed to synthesize it. The reactants are: [Cl:1][C:2]1[C:10]([F:11])=[CH:9][CH:8]=[CH:7][C:3]=1[C:4]([OH:6])=O.[F:12][C:13]1[CH:18]=[CH:17][C:16]([CH:19]([C:22]2[CH:23]=[N:24][C:25]([C:28]([F:31])([F:30])[F:29])=[N:26][CH:27]=2)[CH2:20][NH2:21])=[CH:15][CH:14]=1. (3) The reactants are: [CH3:1][C:2]1[CH:7]=[CH:6][C:5]([C:8]([CH:10]([CH2:14][CH2:15][C:16](=[O:18])[CH3:17])[C:11]([O-:13])=[O:12])=O)=[CH:4][CH:3]=1.[C:19](O)(=O)[CH3:20].N1CCCCC1.CCOC(C)=O. Given the product [CH3:1][C:2]1[CH:7]=[CH:6][C:5]([C:8]2[CH:10]([C:11]([O:13][CH2:19][CH3:20])=[O:12])[CH2:14][CH2:15][C:16](=[O:18])[CH:17]=2)=[CH:4][CH:3]=1, predict the reactants needed to synthesize it. (4) Given the product [OH:4][C:5]1[CH:10]=[CH:9][CH:8]=[CH:7][C:6]=1[C:11]([NH:12][C:13]1[CH:14]=[C:15]2[C:19](=[CH:20][CH:21]=1)[NH:18][N:17]=[C:16]2[C:25]1[CH:26]=[CH:27][CH:28]=[CH:29][CH:30]=1)=[O:31], predict the reactants needed to synthesize it. The reactants are: C([O:4][C:5]1[CH:10]=[CH:9][CH:8]=[CH:7][C:6]=1[C:11](=[O:31])[NH:12][C:13]1[CH:14]=[C:15]2[C:19](=[CH:20][CH:21]=1)[N:18](C(=O)C)[N:17]=[C:16]2[C:25]1[CH:30]=[CH:29][CH:28]=[CH:27][CH:26]=1)(=O)C.N.Cl. (5) The reactants are: [C:1]([C:4]1[CH:5]([C:23]2[CH:31]=[CH:30][C:29]([C:32]#[N:33])=[CH:28][C:24]=2[C:25](O)=[O:26])[N:6]([CH3:22])[C:7](=[O:21])[N:8]([C:11]2[CH:16]=[CH:15][CH:14]=[C:13]([C:17]([F:20])([F:19])[F:18])[CH:12]=2)[C:9]=1[CH3:10])(=[O:3])[CH3:2].C(N(CC)CC)C.F[P-](F)(F)(F)(F)F.N1(OC(N(C)C)=[N+](C)C)C2N=CC=CC=2N=N1.[C:65]([NH:68][NH2:69])(=[O:67])[CH3:66]. Given the product [C:65]([N:68]([C:25](=[O:26])[C:24]1[CH:28]=[C:29]([C:32]#[N:33])[CH:30]=[CH:31][C:23]=1[CH:5]1[C:4]([C:1](=[O:3])[CH3:2])=[C:9]([CH3:10])[N:8]([C:11]2[CH:16]=[CH:15][CH:14]=[C:13]([C:17]([F:18])([F:19])[F:20])[CH:12]=2)[C:7](=[O:21])[N:6]1[CH3:22])[NH2:69])(=[O:67])[CH3:66], predict the reactants needed to synthesize it. (6) The reactants are: N[C:2]1[N:3]=[N:4][C:5]([C:8]2[S:9][C:10]([C:13]#[N:14])=[CH:11][N:12]=2)=[CH:6][N:7]=1.N(OCCC(C)C)=O.C(Br)(Br)[Br:24]. Given the product [Br:24][C:2]1[N:3]=[N:4][C:5]([C:8]2[S:9][C:10]([C:13]#[N:14])=[CH:11][N:12]=2)=[CH:6][N:7]=1, predict the reactants needed to synthesize it. (7) Given the product [OH:14][CH2:13][CH2:12][CH2:11][NH:10][C:3]1[CH:8]=[CH:7][CH:6]=[CH:5][N+:4]=1[O-:9], predict the reactants needed to synthesize it. The reactants are: Cl.Cl[C:3]1[CH:8]=[CH:7][CH:6]=[CH:5][N+:4]=1[O-:9].[NH2:10][CH2:11][CH2:12][CH2:13][OH:14].C([O-])(O)=O.[Na+].C(O)(CC)(C)C. (8) Given the product [C:1]([O:5][C:6]([N:8]1[CH2:13][CH2:12][C@@:11]([C:15]2[CH:20]=[CH:19][C:18]([Cl:21])=[CH:17][C:16]=2[CH2:22][CH2:23][O:24][Si:25]([CH:32]([CH3:34])[CH3:33])([CH:29]([CH3:31])[CH3:30])[CH:26]([CH3:27])[CH3:28])([OH:14])[C@@H:10]([O:35][CH2:39][C:40]2[CH:41]=[CH:42][C:43]3[O:48][CH2:47][C:46](=[O:49])[N:45]([CH2:50][CH2:51][CH2:52][O:53][CH3:54])[C:44]=3[CH:55]=2)[CH2:9]1)=[O:7])([CH3:2])([CH3:3])[CH3:4], predict the reactants needed to synthesize it. The reactants are: [C:1]([O:5][C:6]([N:8]1[CH2:13][CH2:12][C@@:11]([C:15]2[CH:20]=[CH:19][C:18]([Cl:21])=[CH:17][C:16]=2[CH2:22][CH2:23][O:24][Si:25]([CH:32]([CH3:34])[CH3:33])([CH:29]([CH3:31])[CH3:30])[CH:26]([CH3:28])[CH3:27])([OH:14])[C@@H:10]([OH:35])[CH2:9]1)=[O:7])([CH3:4])([CH3:3])[CH3:2].[H-].[Na+].Br[CH2:39][C:40]1[CH:41]=[CH:42][C:43]2[O:48][CH2:47][C:46](=[O:49])[N:45]([CH2:50][CH2:51][CH2:52][O:53][CH3:54])[C:44]=2[CH:55]=1.